This data is from Peptide-MHC class II binding affinity with 134,281 pairs from IEDB. The task is: Regression. Given a peptide amino acid sequence and an MHC pseudo amino acid sequence, predict their binding affinity value. This is MHC class II binding data. (1) The peptide sequence is AFKVAATAANAWPAN. The MHC is DRB1_0802 with pseudo-sequence DRB1_0802. The binding affinity (normalized) is 0.617. (2) The peptide sequence is KPVSQMRMATP. The MHC is H-2-IAk with pseudo-sequence H-2-IAk. The binding affinity (normalized) is 0.